Dataset: NCI-60 drug combinations with 297,098 pairs across 59 cell lines. Task: Regression. Given two drug SMILES strings and cell line genomic features, predict the synergy score measuring deviation from expected non-interaction effect. (1) Drug 1: C1CN1P(=S)(N2CC2)N3CC3. Drug 2: C1C(C(OC1N2C=NC3=C2NC=NCC3O)CO)O. Cell line: SR. Synergy scores: CSS=67.1, Synergy_ZIP=5.96, Synergy_Bliss=6.53, Synergy_Loewe=-2.45, Synergy_HSA=5.88. (2) Drug 1: C1CCC(C1)C(CC#N)N2C=C(C=N2)C3=C4C=CNC4=NC=N3. Drug 2: C1=CC=C(C(=C1)C(C2=CC=C(C=C2)Cl)C(Cl)Cl)Cl. Cell line: SF-295. Synergy scores: CSS=2.69, Synergy_ZIP=-0.615, Synergy_Bliss=1.63, Synergy_Loewe=-0.183, Synergy_HSA=0.489. (3) Drug 1: C1=CC=C(C(=C1)C(C2=CC=C(C=C2)Cl)C(Cl)Cl)Cl. Drug 2: COC1=NC(=NC2=C1N=CN2C3C(C(C(O3)CO)O)O)N. Cell line: HL-60(TB). Synergy scores: CSS=13.6, Synergy_ZIP=-2.53, Synergy_Bliss=-1.75, Synergy_Loewe=4.99, Synergy_HSA=1.47. (4) Drug 1: CC(C)(C#N)C1=CC(=CC(=C1)CN2C=NC=N2)C(C)(C)C#N. Drug 2: C1CN(CCN1C(=O)CCBr)C(=O)CCBr. Cell line: SN12C. Synergy scores: CSS=29.3, Synergy_ZIP=0.744, Synergy_Bliss=9.76, Synergy_Loewe=2.17, Synergy_HSA=2.07. (5) Drug 1: C1=NC2=C(N=C(N=C2N1C3C(C(C(O3)CO)O)F)Cl)N. Drug 2: C(CC(=O)O)C(=O)CN.Cl. Cell line: BT-549. Synergy scores: CSS=6.85, Synergy_ZIP=-2.80, Synergy_Bliss=-2.14, Synergy_Loewe=-0.801, Synergy_HSA=-0.950. (6) Drug 1: CC(C)CN1C=NC2=C1C3=CC=CC=C3N=C2N. Drug 2: CCC1(C2=C(COC1=O)C(=O)N3CC4=CC5=C(C=CC(=C5CN(C)C)O)N=C4C3=C2)O.Cl. Cell line: ACHN. Synergy scores: CSS=60.5, Synergy_ZIP=-1.82, Synergy_Bliss=-2.99, Synergy_Loewe=-17.7, Synergy_HSA=-1.92. (7) Drug 1: CCC1=C2CN3C(=CC4=C(C3=O)COC(=O)C4(CC)O)C2=NC5=C1C=C(C=C5)O. Cell line: SK-MEL-28. Drug 2: CN(C(=O)NC(C=O)C(C(C(CO)O)O)O)N=O. Synergy scores: CSS=22.7, Synergy_ZIP=-4.80, Synergy_Bliss=-1.08, Synergy_Loewe=-86.7, Synergy_HSA=-1.18. (8) Drug 1: CCC1=CC2CC(C3=C(CN(C2)C1)C4=CC=CC=C4N3)(C5=C(C=C6C(=C5)C78CCN9C7C(C=CC9)(C(C(C8N6C)(C(=O)OC)O)OC(=O)C)CC)OC)C(=O)OC.C(C(C(=O)O)O)(C(=O)O)O. Drug 2: CC1=C(C(=CC=C1)Cl)NC(=O)C2=CN=C(S2)NC3=CC(=NC(=N3)C)N4CCN(CC4)CCO. Cell line: LOX IMVI. Synergy scores: CSS=45.9, Synergy_ZIP=-6.35, Synergy_Bliss=-2.76, Synergy_Loewe=-17.4, Synergy_HSA=1.70.